From a dataset of Peptide-MHC class I binding affinity with 185,985 pairs from IEDB/IMGT. Regression. Given a peptide amino acid sequence and an MHC pseudo amino acid sequence, predict their binding affinity value. This is MHC class I binding data. (1) The peptide sequence is YPALMPLYA. The MHC is Patr-B1301 with pseudo-sequence Patr-B1301. The binding affinity (normalized) is 0.803. (2) The peptide sequence is LETDLRSEF. The MHC is HLA-B15:01 with pseudo-sequence HLA-B15:01. The binding affinity (normalized) is 0.00465. (3) The peptide sequence is ALDISFTGA. The MHC is HLA-A02:01 with pseudo-sequence HLA-A02:01. The binding affinity (normalized) is 0.502.